This data is from Forward reaction prediction with 1.9M reactions from USPTO patents (1976-2016). The task is: Predict the product of the given reaction. (1) Given the reactants [O:1]=[S:2]1(=[O:29])[CH:5]=[C:4]([C:6]2[N:11]=[CH:10][C:9]([C:12]3[CH:17]=[CH:16][C:15]([C@@H:18]([OH:28])[C@H:19]([NH:22][C:23](=[O:27])[CH:24]([F:26])[F:25])[CH2:20][F:21])=[CH:14][CH:13]=3)=[CH:8][CH:7]=2)[CH2:3]1, predict the reaction product. The product is: [O:29]=[S:2]1(=[O:1])[CH2:3][CH:4]([C:6]2[N:11]=[CH:10][C:9]([C:12]3[CH:17]=[CH:16][C:15]([C@@H:18]([OH:28])[C@H:19]([NH:22][C:23](=[O:27])[CH:24]([F:26])[F:25])[CH2:20][F:21])=[CH:14][CH:13]=3)=[CH:8][CH:7]=2)[CH2:5]1. (2) Given the reactants [NH2:1][C:2]1[C:3]([F:19])=[C:4]([CH:16]=[CH:17][CH:18]=1)[CH2:5][N:6]1[CH2:11][CH2:10][N:9]([C:12]([O:14][CH3:15])=[O:13])[CH2:8][CH2:7]1.C(#N)C.[Cl:23][C:24]([O:26][C:27]1[CH:32]=[CH:31][CH:30]=[CH:29][CH:28]=1)=[O:25], predict the reaction product. The product is: [ClH:23].[F:19][C:3]1[C:2]([NH:1][C:24]([O:26][C:27]2[CH:32]=[CH:31][CH:30]=[CH:29][CH:28]=2)=[O:25])=[CH:18][CH:17]=[CH:16][C:4]=1[CH2:5][N:6]1[CH2:11][CH2:10][N:9]([C:12]([O:14][CH3:15])=[O:13])[CH2:8][CH2:7]1. (3) Given the reactants [H-].[Na+].[CH3:3][O:4][CH:5]([O:15][CH3:16])[CH2:6][NH:7][C:8]1[CH:13]=[CH:12][C:11]([OH:14])=[CH:10][CH:9]=1.[CH3:17][N:18]([CH3:22])[CH2:19][CH2:20]Cl, predict the reaction product. The product is: [CH3:16][O:15][CH:5]([O:4][CH3:3])[CH2:6][NH:7][C:8]1[CH:13]=[CH:12][C:11]([O:14][CH2:20][CH2:19][N:18]([CH3:22])[CH3:17])=[CH:10][CH:9]=1.